Dataset: Reaction yield outcomes from USPTO patents with 853,638 reactions. Task: Predict the reaction yield, written as a fraction of the theoretical maximum amount of product (1.0 means a 100% yield; for example, 0.34 means a 34% yield). (1) The reactants are [Br:1][C:2]1[C:3]([CH:11]2OCC[O:12]2)=[N:4][C:5]([CH:8]2[CH2:10][CH2:9]2)=[CH:6][CH:7]=1.Cl.C(=O)(O)[O-].[Na+]. No catalyst specified. The product is [Br:1][C:2]1[C:3]([CH:11]=[O:12])=[N:4][C:5]([CH:8]2[CH2:9][CH2:10]2)=[CH:6][CH:7]=1. The yield is 0.940. (2) The reactants are Cl.[CH3:2][CH:3]1[CH2:7][NH:6][CH2:5][CH:4]1[OH:8].C(N(CC)CC)C.[C:16](O[C:16]([O:18][C:19]([CH3:22])([CH3:21])[CH3:20])=[O:17])([O:18][C:19]([CH3:22])([CH3:21])[CH3:20])=[O:17].CC(OI1(OC(C)=O)(OC(C)=O)OC(=O)C2C=CC=CC1=2)=O. The catalyst is ClCCl. The product is [CH3:2][CH:3]1[C:4](=[O:8])[CH2:5][N:6]([C:16]([O:18][C:19]([CH3:22])([CH3:21])[CH3:20])=[O:17])[CH2:7]1. The yield is 0.630. (3) The reactants are [C:1]([O:5][C:6]([N:8]1[CH2:12][C@@H:11]([O:13][C:14]2[CH:19]=[CH:18][CH:17]=[CH:16][CH:15]=2)[CH2:10][C@H:9]1[C:20]([O:22]C)=[O:21])=[O:7])([CH3:4])([CH3:3])[CH3:2].[OH-].[Na+]. The catalyst is C1COCC1. The product is [C:1]([O:5][C:6]([N:8]1[CH2:12][C@@H:11]([O:13][C:14]2[CH:15]=[CH:16][CH:17]=[CH:18][CH:19]=2)[CH2:10][C@H:9]1[C:20]([OH:22])=[O:21])=[O:7])([CH3:4])([CH3:2])[CH3:3]. The yield is 0.580. (4) The reactants are [O:1]=[C:2]1[NH:8][C:7]2[CH:9]=[CH:10][CH:11]=[CH:12][C:6]=2[O:5][C@H:4]([C:13]2[CH:18]=[CH:17][CH:16]=[CH:15][CH:14]=2)[C@@H:3]1[NH:19][C:20](=[O:26])[O:21][C:22]([CH3:25])([CH3:24])[CH3:23].I[CH:28]([CH3:30])[CH3:29].C(=O)([O-])[O-].[Cs+].[Cs+]. The catalyst is CN(C=O)C.O. The product is [CH:28]([N:8]1[C:7]2[CH:9]=[CH:10][CH:11]=[CH:12][C:6]=2[O:5][C@H:4]([C:13]2[CH:18]=[CH:17][CH:16]=[CH:15][CH:14]=2)[C@H:3]([NH:19][C:20](=[O:26])[O:21][C:22]([CH3:23])([CH3:25])[CH3:24])[C:2]1=[O:1])([CH3:30])[CH3:29]. The yield is 0.580. (5) The reactants are Cl[C:2]1[N:7]=[CH:6][C:5]([CH2:8][C:9]2[C:17]3[C:12](=[N:13][CH:14]=[CH:15][CH:16]=3)[N:11]([Si:18]([CH:25]([CH3:27])[CH3:26])([CH:22]([CH3:24])[CH3:23])[CH:19]([CH3:21])[CH3:20])[CH:10]=2)=[CH:4][CH:3]=1.[CH:28]([Mg]Cl)([CH3:30])[CH3:29].O. The product is [CH:28]([C:2]1[N:7]=[CH:6][C:5]([CH2:8][C:9]2[C:17]3[C:12](=[N:13][CH:14]=[CH:15][CH:16]=3)[N:11]([Si:18]([CH:25]([CH3:27])[CH3:26])([CH:22]([CH3:24])[CH3:23])[CH:19]([CH3:20])[CH3:21])[CH:10]=2)=[CH:4][CH:3]=1)([CH3:30])[CH3:29]. The catalyst is O1CCCC1.Cl[Pd]Cl.C1(P(C2C=CC=CC=2)[C-]2C=CC=C2)C=CC=CC=1.[C-]1(P(C2C=CC=CC=2)C2C=CC=CC=2)C=CC=C1.[Fe+2]. The yield is 0.704. (6) The reactants are [NH2:1][C:2]1[C:3]2[C:10](I)=[CH:9][N:8]([C@@H:12]3[CH2:16][CH2:15][N:14]([C:17]([O:19][C:20]([CH3:23])([CH3:22])[CH3:21])=[O:18])[CH2:13]3)[C:4]=2[N:5]=[CH:6][N:7]=1.[O:24]([C:31]1[CH:36]=[CH:35][C:34](B(O)O)=[CH:33][CH:32]=1)[C:25]1[CH:30]=[CH:29][CH:28]=[CH:27][CH:26]=1.C([O-])([O-])=O.[Na+].[Na+]. The catalyst is COCCOC.O.C(Cl)Cl.C1C=CC(P(C2C=CC=CC=2)[C-]2C=CC=C2)=CC=1.C1C=CC(P(C2C=CC=CC=2)[C-]2C=CC=C2)=CC=1.Cl[Pd]Cl.[Fe+2]. The product is [C:20]([O:19][C:17]([N:14]1[CH2:15][CH2:16][C@@H:12]([N:8]2[C:4]3[N:5]=[CH:6][N:7]=[C:2]([NH2:1])[C:3]=3[C:10]([C:34]3[CH:35]=[CH:36][C:31]([O:24][C:25]4[CH:30]=[CH:29][CH:28]=[CH:27][CH:26]=4)=[CH:32][CH:33]=3)=[CH:9]2)[CH2:13]1)=[O:18])([CH3:23])([CH3:22])[CH3:21]. The yield is 0.600.